Dataset: Catalyst prediction with 721,799 reactions and 888 catalyst types from USPTO. Task: Predict which catalyst facilitates the given reaction. (1) Reactant: [CH2:1]([N:8]([CH2:27][C:28]1[CH:33]=[CH:32][CH:31]=[CH:30][CH:29]=1)[C@@H:9]([CH2:16][C:17]1[CH:22]=[CH:21][C:20]([C:23]([F:26])([F:25])[F:24])=[CH:19][CH:18]=1)[C:10](N(OC)C)=[O:11])[C:2]1[CH:7]=[CH:6][CH:5]=[CH:4][CH:3]=1.C1COCC1.[H-].[Al+3].[Li+].[H-].[H-].[H-]. Product: [CH2:27]([N:8]([CH2:1][C:2]1[CH:3]=[CH:4][CH:5]=[CH:6][CH:7]=1)[C@@H:9]([CH2:16][C:17]1[CH:22]=[CH:21][C:20]([C:23]([F:26])([F:25])[F:24])=[CH:19][CH:18]=1)[CH:10]=[O:11])[C:28]1[CH:33]=[CH:32][CH:31]=[CH:30][CH:29]=1. The catalyst class is: 25. (2) Reactant: [Br:1][C:2]1[CH:3]=[C:4]([OH:8])[CH:5]=[CH:6][CH:7]=1.[Cl-].[Mg+2].[Cl-].C(N(CC)CC)C.[CH2:19]=[O:20]. Product: [Br:1][C:2]1[CH:7]=[CH:6][C:5]([CH:19]=[O:20])=[C:4]([OH:8])[CH:3]=1. The catalyst class is: 10.